Dataset: Full USPTO retrosynthesis dataset with 1.9M reactions from patents (1976-2016). Task: Predict the reactants needed to synthesize the given product. (1) Given the product [F:11][C:9]1[CH:8]=[CH:7][C:5]2[CH:6]=[C:2]([B:20]3[O:21][C:22]([CH3:24])([CH3:23])[C:18]([CH3:34])([CH3:17])[O:19]3)[O:3][C:4]=2[CH:10]=1, predict the reactants needed to synthesize it. The reactants are: Br[C:2]1[O:3][C:4]2[CH:10]=[C:9]([F:11])[CH:8]=[CH:7][C:5]=2[CH:6]=1.CC([O-])=O.[K+].[CH3:17][C:18]1([CH3:34])[C:22]([CH3:24])([CH3:23])[O:21][B:20]([B:20]2[O:21][C:22]([CH3:24])([CH3:23])[C:18]([CH3:34])([CH3:17])[O:19]2)[O:19]1. (2) Given the product [Cl:17][C:18]1[CH:23]=[CH:22][C:21]([C@@:24]2([OH:32])[CH2:29][CH2:28][N:27]([C:12](=[O:14])[CH:11]([CH3:15])[CH:10]([NH:9][C:1](=[O:8])[C:2]3[CH:3]=[CH:4][CH:5]=[CH:6][CH:7]=3)[CH3:16])[CH2:26][C:25]2([CH3:30])[CH3:31])=[CH:20][CH:19]=1, predict the reactants needed to synthesize it. The reactants are: [C:1]([NH:9][CH:10]([CH3:16])[CH:11]([CH3:15])[C:12]([OH:14])=O)(=[O:8])[C:2]1[CH:7]=[CH:6][CH:5]=[CH:4][CH:3]=1.[Cl:17][C:18]1[CH:23]=[CH:22][C:21]([C@@:24]2([OH:32])[CH2:29][CH2:28][NH:27][CH2:26][C:25]2([CH3:31])[CH3:30])=[CH:20][CH:19]=1.C(N(CC)C(C)C)(C)C.F[P-](F)(F)(F)(F)F.N1(O[P+](N(C)C)(N(C)C)N(C)C)C2C=CC=CC=2N=N1.